From a dataset of Reaction yield outcomes from USPTO patents with 853,638 reactions. Predict the reaction yield, written as a fraction of the theoretical maximum amount of product (1.0 means a 100% yield; for example, 0.34 means a 34% yield). (1) The reactants are [CH3:1][CH2:2][CH2:3][C:4]1[CH:5]=[C:6]([C:10]([NH2:12])=[S:11])[CH:7]=[CH:8][N:9]=1.Br[CH2:14][C:15]([C:17]1[CH:22]=[CH:21][C:20]([CH3:23])=[CH:19][CH:18]=1)=O. The catalyst is C(O)C. The product is [CH3:1][CH2:2][CH2:3][C:4]1[CH:5]=[C:6]([C:10]2[S:11][CH:14]=[C:15]([C:17]3[CH:18]=[CH:19][C:20]([CH3:23])=[CH:21][CH:22]=3)[N:12]=2)[CH:7]=[CH:8][N:9]=1. The yield is 0.830. (2) The reactants are [CH:1](=O)[C:2]1[CH:7]=[CH:6][CH:5]=[CH:4][CH:3]=1.Cl.[NH2:10][OH:11].C(=O)([O-])[O-].[Na+].[Na+].[Cl-].[Na+]. The catalyst is C(O)C.O.O.C(O)C. The product is [CH:1](=[N:10][OH:11])[C:2]1[CH:7]=[CH:6][CH:5]=[CH:4][CH:3]=1. The yield is 0.990. (3) The reactants are [Cl:1][C:2]1[CH:7]=[CH:6][C:5]([C:8]([F:11])([F:10])[F:9])=[CH:4][C:3]=1[N:12]1[CH:16]=[C:15]([C:17]2[N:25]=[CH:24][N:23]=[C:22]3[C:18]=2[N:19]=[CH:20][N:21]3CC2C=CC(OC)=CC=2)[CH:14]=[C:13]1[C:35]#[N:36]. The catalyst is C(O)(C(F)(F)F)=O. The product is [Cl:1][C:2]1[CH:7]=[CH:6][C:5]([C:8]([F:9])([F:10])[F:11])=[CH:4][C:3]=1[N:12]1[CH:16]=[C:15]([C:17]2[N:25]=[CH:24][N:23]=[C:22]3[C:18]=2[N:19]=[CH:20][NH:21]3)[CH:14]=[C:13]1[C:35]#[N:36]. The yield is 0.720. (4) The reactants are [Br:1][C:2]1[CH:10]=[C:9]([I:11])[C:5]([C:6]([OH:8])=[O:7])=[CH:4][N:3]=1.[C:12](=O)([O-])[O-].[K+].[K+].CI. The catalyst is CN(C)C=O.C(OCC)(=O)C. The product is [Br:1][C:2]1[CH:10]=[C:9]([I:11])[C:5]([C:6]([O:8][CH3:12])=[O:7])=[CH:4][N:3]=1. The yield is 0.830. (5) The reactants are [C:1]1([S:7]([N:10]2[C:14]3=[N:15][CH:16]=[CH:17][CH:18]=[C:13]3[CH:12]=[CH:11]2)(=[O:9])=[O:8])[CH:6]=[CH:5][CH:4]=[CH:3][CH:2]=1.C([N-]C(C)C)(C)C.[Li+].C([Li])CCC.CCCCCC.C(NC(C)C)(C)C.[O:45]1[CH2:49][CH2:48][CH2:47][CH:46]1[CH2:50][CH:51]=[O:52]. The catalyst is O1CCCC1. The product is [C:1]1([S:7]([N:10]2[C:14]3=[N:15][CH:16]=[CH:17][CH:18]=[C:13]3[CH:12]=[C:11]2[CH:51]([OH:52])[CH2:50][CH:46]2[CH2:47][CH2:48][CH2:49][O:45]2)(=[O:9])=[O:8])[CH:2]=[CH:3][CH:4]=[CH:5][CH:6]=1. The yield is 0.310. (6) The reactants are [CH2:1]([O:3][C:4](=[O:40])[C:5]([C:21]([C:23]1[CH:28]=[C:27]([CH2:29][C:30]2[CH:35]=[CH:34][CH:33]=[C:32]([Cl:36])[C:31]=2[F:37])[N:26]=[C:25]([Cl:38])[C:24]=1Cl)=[O:22])=[CH:6][NH:7][C@H:8]([C:12]([CH3:20])([CH3:19])[O:13][SiH2:14][C:15]([CH3:18])([CH3:17])[CH3:16])[CH:9]([CH3:11])[CH3:10])[CH3:2].C(=O)([O-])[O-].[K+].[K+]. The catalyst is CN(C=O)C. The product is [CH2:1]([O:3][C:4]([C:5]1[C:21](=[O:22])[C:23]2[C:24](=[C:25]([Cl:38])[N:26]=[C:27]([CH2:29][C:30]3[CH:35]=[CH:34][CH:33]=[C:32]([Cl:36])[C:31]=3[F:37])[CH:28]=2)[N:7]([C@H:8]([C:12]([CH3:19])([CH3:20])[O:13][SiH2:14][C:15]([CH3:16])([CH3:17])[CH3:18])[CH:9]([CH3:11])[CH3:10])[CH:6]=1)=[O:40])[CH3:2]. The yield is 0.300. (7) The reactants are C([Si]([O:8][C:9]1[CH:14]=[CH:13][C:12]([Cl:15])=[C:11](I)[CH:10]=1)(C)C)(C)(C)C.[CH2:17]([S:19]([C:22]1[CH:27]=[CH:26][C:25](B2OC(C)(C)C(C)(C)O2)=[C:24]([O:37][CH3:38])[CH:23]=1)(=[O:21])=[O:20])[CH3:18].C(=O)([O-])[O-].[Cs+].[Cs+]. The catalyst is O1CCOCC1.[Pd](Cl)Cl.C1(P(C2C=CC=CC=2)[C-]2C=CC=C2)C=CC=CC=1.[C-]1(P(C2C=CC=CC=2)C2C=CC=CC=2)C=CC=C1.[Fe+2]. The product is [Cl:15][C:12]1[C:11]([C:25]2[CH:26]=[CH:27][C:22]([S:19]([CH2:17][CH3:18])(=[O:21])=[O:20])=[CH:23][C:24]=2[O:37][CH3:38])=[CH:10][C:9]([OH:8])=[CH:14][CH:13]=1. The yield is 0.720.